This data is from Catalyst prediction with 721,799 reactions and 888 catalyst types from USPTO. The task is: Predict which catalyst facilitates the given reaction. Reactant: [NH2:1][CH:2]1[CH2:11][CH2:10][CH2:9][CH:8]2[CH:3]1[NH:4][C:5](=[O:20])[C:6](=[O:19])[N:7]2[CH2:12][C:13]1[CH:18]=[CH:17][CH:16]=[CH:15][CH:14]=1.C([O-])(O)=O.[Na+].Br[CH2:27][CH:28]([OH:32])[CH2:29][CH2:30]Br. Product: [CH2:12]([N:7]1[CH:8]2[CH:3]([CH:2]([N:1]3[CH2:30][CH2:29][CH:28]([OH:32])[CH2:27]3)[CH2:11][CH2:10][CH2:9]2)[NH:4][C:5](=[O:20])[C:6]1=[O:19])[C:13]1[CH:18]=[CH:17][CH:16]=[CH:15][CH:14]=1. The catalyst class is: 10.